This data is from Full USPTO retrosynthesis dataset with 1.9M reactions from patents (1976-2016). The task is: Predict the reactants needed to synthesize the given product. Given the product [F:32][C:31]([F:34])([F:33])[C:29]1[CH:28]=[CH:27][N:26]=[C:25]([NH:1][C:2]2[CH:3]=[C:4]([C:8]3[S:12][C:11]([N:13]4[CH2:18][CH2:17][CH:16]([C:19]([O:21][CH2:22][CH3:23])=[O:20])[CH2:15][CH2:14]4)=[N:10][CH:9]=3)[CH:5]=[CH:6][CH:7]=2)[N:30]=1, predict the reactants needed to synthesize it. The reactants are: [NH2:1][C:2]1[CH:3]=[C:4]([C:8]2[S:12][C:11]([N:13]3[CH2:18][CH2:17][CH:16]([C:19]([O:21][CH2:22][CH3:23])=[O:20])[CH2:15][CH2:14]3)=[N:10][CH:9]=2)[CH:5]=[CH:6][CH:7]=1.Cl[C:25]1[N:30]=[C:29]([C:31]([F:34])([F:33])[F:32])[CH:28]=[CH:27][N:26]=1.CC1C=CC(S(O)(=O)=O)=CC=1.CN(C)C=O.